Dataset: Reaction yield outcomes from USPTO patents with 853,638 reactions. Task: Predict the reaction yield, written as a fraction of the theoretical maximum amount of product (1.0 means a 100% yield; for example, 0.34 means a 34% yield). (1) The reactants are [CH3:1][C:2]1[C:6]2[C:7](=[O:18])[N:8]([CH2:11][CH2:12][N:13]3[CH2:17][CH2:16][CH2:15][CH2:14]3)[CH2:9][CH2:10][C:5]=2[NH:4][C:3]=1[CH:19]=O.[CH3:21][O:22][C:23]1[CH:24]=[C:25]2[C:29](=[CH:30][CH:31]=1)[NH:28][C:27](=[O:32])[CH2:26]2. No catalyst specified. The product is [CH3:21][O:22][C:23]1[CH:24]=[C:25]2[C:29](=[CH:30][CH:31]=1)[NH:28][C:27](=[O:32])[C:26]2=[CH:19][C:3]1[NH:4][C:5]2[CH2:10][CH2:9][N:8]([CH2:11][CH2:12][N:13]3[CH2:14][CH2:15][CH2:16][CH2:17]3)[C:7](=[O:18])[C:6]=2[C:2]=1[CH3:1]. The yield is 0.330. (2) The reactants are [CH3:1][O:2][C:3]1[CH:4]=[C:5]([C:13]#[C:14][C:15]2[CH:16]=[C:17]3[C:21](=[CH:22][CH:23]=2)[NH:20][CH:19]=[CH:18]3)[CH:6]=[C:7]([O:11][CH3:12])[C:8]=1[O:9][CH3:10].C(C1C=C2C(=CC=1)NC=C2)#CCCCCCC. No catalyst specified. The product is [CH3:1][O:2][C:3]1[CH:4]=[C:5]([CH:6]=[C:7]([O:11][CH3:12])[C:8]=1[O:9][CH3:10])[CH2:13][CH2:14][C:15]1[CH:16]=[C:17]2[C:21](=[CH:22][CH:23]=1)[NH:20][CH:19]=[CH:18]2. The yield is 0.860. (3) The reactants are [OH-].[Na+].Cl.[C:4]([NH2:12])(=[NH:11])[C:5]1[CH:10]=[CH:9][CH:8]=[CH:7][CH:6]=1.Br[CH:14]1[CH2:29][CH2:28][C:17]2=[C:18]([C:23]([O:25][CH2:26][CH3:27])=[O:24])[S:19][C:20]([S:21][CH3:22])=[C:16]2[C:15]1=O. The catalyst is O.C(Cl)(Cl)Cl. The product is [CH3:22][S:21][C:20]1[S:19][C:18]([C:23]([O:25][CH2:26][CH3:27])=[O:24])=[C:17]2[CH2:28][CH2:29][C:14]3[N:11]=[C:4]([C:5]4[CH:10]=[CH:9][CH:8]=[CH:7][CH:6]=4)[NH:12][C:15]=3[C:16]=12. The yield is 0.132. (4) The reactants are [F:1][C:2]1[CH:19]=[C:18]([I:20])[CH:17]=[CH:16][C:3]=1[NH:4][C:5]1[C:6]([C:13]([OH:15])=[O:14])=[CH:7][N:8]([CH3:12])[C:9](=[O:11])[CH:10]=1.C1N=CN(C(N2C=NC=C2)=O)C=1.[NH2:33][C:34]([CH2:39]O)([CH2:37][OH:38])[CH2:35][OH:36]. The catalyst is C1COCC1.CN(C=O)C. The product is [F:1][C:2]1[CH:19]=[C:18]([I:20])[CH:17]=[CH:16][C:3]=1[NH:4][C:5]1[C:6]([C:13]([O:15][CH2:39][C:34]([NH2:33])([CH2:37][OH:38])[CH2:35][OH:36])=[O:14])=[CH:7][N:8]([CH3:12])[C:9](=[O:11])[CH:10]=1. The yield is 0.0700.